From a dataset of Peptide-MHC class II binding affinity with 134,281 pairs from IEDB. Regression. Given a peptide amino acid sequence and an MHC pseudo amino acid sequence, predict their binding affinity value. This is MHC class II binding data. The MHC is DRB1_0802 with pseudo-sequence DRB1_0802. The binding affinity (normalized) is 0.681. The peptide sequence is KRHRLIGAVVLAVSV.